This data is from Experimentally validated miRNA-target interactions with 360,000+ pairs, plus equal number of negative samples. The task is: Binary Classification. Given a miRNA mature sequence and a target amino acid sequence, predict their likelihood of interaction. (1) The miRNA is hsa-miR-574-5p with sequence UGAGUGUGUGUGUGUGAGUGUGU. The protein sequence of the target gene is MKPSIAEMLHRGRMLWIILLSTIALGWTTPIPLIEDSEEIDEPCFDPCYCEVKESLFHIHCDSKGFTNISQITEFWSRPFKLYLQRNSMRKLYTNSFLHLNNAVSINLGNNALQDIQTGAFNGLKILKRLYLHENKLDVFRNDTFLGLESLEYLQADYNVIKRIESGAFRNLSKLRVLILNDNLIPMLPTNLFKAVSLTHLDLRGNRLKVLFYRGMLDHIGRSLMELQLEENPWNCTCEIVQLKSWLERIPYTALVGDITCETPFHFHGKDLREIRKTELCPLLSDSEVEASLGIPHSSS.... Result: 1 (interaction). (2) The miRNA is hsa-miR-6790-3p with sequence CGACCUCGGCGACCCCUCACU. The protein sequence of the target gene is MKVKIKCWNGVATWLWVANDENCGICRMAFNGCCPDCKVPGDDCPLVWGQCSHCFHMHCILKWLHAQQVQQHCPMCRQEWKFKE. Result: 0 (no interaction). (3) The protein sequence of the target gene is MFNPMTPPQVNSYSEPCCLRPLHSQGVPSMGTEGLSGLPFCHQANFMSGSQGYGAARETSSCTEGSLFPPPPPPRSSVKLTKKRALSISPLSDASLDLQTVIRTSPSSLVAFINSRCTSPGGSYGHLSIGTMSPSLGFPPQMSHQKGTSPPYGVQPCVPHDSTRGSMMLHPQSRGPRATCQLKSELDMMVGKCPEDPLEGDMSSPNSTGTQDHLLGMLDGREDLEREEKPEPESVYETDCRWDGCSQEFDSQEQLVHHINSEHIHGERKEFVCHWGGCSRELRPFKAQYMLVVHMRRHTG.... The miRNA is hsa-miR-4638-3p with sequence CCUGGACACCGCUCAGCCGGCCG. Result: 0 (no interaction). (4) The miRNA is mmu-miR-669p-5p with sequence AGUUGUGUGUGCAUGUUCAUGUCU. The protein sequence of the target gene is MGNKQTIFTEEQLDNYQDCTFFNKKDILKLHARFYELAPNLVPMDYRKSPIVHVPMSLIIQMPELRENPFKERIVEAFSEDGEGNLTFNDFVDMFSVLCESAPRELKANYAFKIYDFNTDNFICKEDLEMTLARLTKSELEEDEVVLVCDKVIEEADLDGDGKLGFADFEDMIAKAPDFLSTFHIRI. Result: 0 (no interaction). (5) Result: 0 (no interaction). The protein sequence of the target gene is MAPAGSTRAKKGILERLDSGEVVVGDSGFLFTLEKRGFVKAGLWTPEAVVEHPSAVRQLHTEFLRAGADVLQTFTFSATEDNMASKWEAVNAAACDLAQEVAGGGGALVAGGICQTSLYKYHKDETRIKNIFRLQLEVFARKNVDFLIAEYFEHVEEAVWAVEVLREVGAPVAVTMCIGPEGDMHDVTPGECAVKLARAGADIIGVNCRFGPWTSLQTMKLMKEGLRDASLQAHLMVQCLGFHTPDCGKGGFVDLPEYPFGLEPRVATRWDIQKYAREAYNLGIRYIGGCCGFEPYHIRA.... The miRNA is hsa-miR-8072 with sequence GGCGGCGGGGAGGUAGGCAG. (6) The miRNA is rno-miR-128-3p with sequence UCACAGUGAACCGGUCUCUUU. The protein sequence of the target gene is MTVMSGENADEASTAPGHPQDGSYPRQADHDDHECCERVVINISGLRFETQLKTLAQFPNTLLGNPKKRMRYFDPLRNEYFFDRNRPSFDAILYYYQSGGRLRRPVNVPLDMFSEEIKFYELGEEAMEKFREDEGFIKEEERPLPEKEYQRQVWLLFEYPESSGPARVIAIVSVMVILISIVIFCLETLPELKDDKDFTGTIHRIDNTTVIYTSNIFTDPFFIVETLCIIWFSFELVVRFFACPSKTDFFKNIMNFIDIVAIIPYFITLGTEIAEQEGNQKGEQATSLAILRVIRLVRVF.... Result: 0 (no interaction). (7) The miRNA is mmu-miR-3473b with sequence GGGCUGGAGAGAUGGCUCAG. The protein sequence of the target gene is MATLSLTVNSGDPPLGALLAVEHVKDDVSISVEEGKENILHVSENVIFTDVNSILRYLARVATTAGLYGSNLMEHTEIDHWLEFSATKLSSCDSFTSTINELNHCLSLRTYLVGNSLSLADLCVWATLKGNAAWQEQLKQKKAPVHVKRWFGFLEAQQAFQSVGTKWDVSTTKARVAPEKKQDVGKFVELPGAEMGKVTVRFPPEASGYLHIGHAKAALLNQHYQVNFKGKLIMRFDDTNPEKEKEDFEKVILEDVAMLHIKPDQFTYTSDHFETIMKYAEKLIQEGKAYVDDTPAEQMK.... Result: 0 (no interaction).